This data is from Forward reaction prediction with 1.9M reactions from USPTO patents (1976-2016). The task is: Predict the product of the given reaction. (1) The product is: [Cl:1][C:2]1[N:10]=[CH:9][C:8]([Cl:11])=[CH:7][C:3]=1[C:4]([NH:27][C:25](=[NH:26])[CH2:24][O:23][CH2:22][CH2:21][C:16]1[CH:17]=[CH:18][C:19]([F:20])=[C:14]([Cl:13])[CH:15]=1)=[O:6]. Given the reactants [Cl:1][C:2]1[N:10]=[CH:9][C:8]([Cl:11])=[CH:7][C:3]=1[C:4]([OH:6])=O.Cl.[Cl:13][C:14]1[CH:15]=[C:16]([CH2:21][CH2:22][O:23][CH2:24][C:25]([NH2:27])=[NH:26])[CH:17]=[CH:18][C:19]=1[F:20].CN(C(ON1N=NC2C=CC=CC1=2)=[N+](C)C)C.[B-](F)(F)(F)F.CCN(C(C)C)C(C)C, predict the reaction product. (2) Given the reactants COC1C=CC(COC2C(=O)[N:13]3[C:16]4(CCCCC4)[NH:17][C:18](=[O:19])[C:12]3=[C:11]([CH3:25])C=2)=CC=1.[CH2:28]([Li])CCC.Cl[C:34]1[CH:39]=[C:38](NC2N=CN=C(NC(C3CC3)=O)C=2)[C:37](=[O:53])[N:36]2[C:54]([C:59]3[CH:64]=[CH:63][CH:62]=C(F)C=3)([CH3:58])[NH:55][C:56](=[O:57])[C:35]=12, predict the reaction product. The product is: [CH3:28][C:34]1[CH:39]=[C:38]([C:18]([C:12]2[CH:11]=[CH:25][N:17]=[CH:16][N:13]=2)=[O:19])[C:37](=[O:53])[N:36]2[C:54]3([CH2:58][CH2:62][CH2:63][CH2:64][CH2:59]3)[NH:55][C:56](=[O:57])[C:35]=12. (3) The product is: [F:18][C:15]([F:17])([F:16])[O:14][C:11]1[CH:12]=[CH:13][C:8]([C:5]2[CH:4]=[C:3]3[C:2]([CH2:23][CH2:22][CH2:29][CH:19]3[CH2:81][C:82]3[CH:95]=[CH:94][C:85]([C:86]([NH:88][CH2:89][CH2:90][C:91]([OH:93])=[O:92])=[O:87])=[CH:84][CH:83]=3)=[CH:7][CH:6]=2)=[CH:9][CH:10]=1. Given the reactants Br[C:2]1[CH:7]=[CH:6][C:5]([C:8]2[CH:13]=[CH:12][C:11]([O:14][C:15]([F:18])([F:17])[F:16])=[CH:10][CH:9]=2)=[CH:4][C:3]=1[CH:19]=O.Br[C:22]1[CH:29]=CC(Br)=C[C:23]=1C=O.NC1C=CC(Br)=CC=1C(OC)=O.NC1C=CC(Br)=C(C=1)C(OC)=O.C(C1C(C[CH2:81][C:82]2[CH:95]=[CH:94][C:85]([C:86]([NH:88][CH2:89][CH2:90][C:91]([OH:93])=[O:92])=[O:87])=[CH:84][CH:83]=2)=C(C2C=CC(C3C=CC(OC(F)(F)F)=CC=3)=CC=2)C=CC=1)#N, predict the reaction product. (4) The product is: [F:29][C:4]([F:3])([F:28])[C@@H:5]([C:7]1[CH:8]=[CH:9][C:10]([N:13]2[CH2:26][CH2:25][C:15]3([CH2:16][CH2:17][C:18]4([O:22][CH2:21][CH2:20][O:19]4)[CH2:23][CH2:24]3)[C:14]2=[O:27])=[CH:11][CH:12]=1)[O:6][CH3:31]. Given the reactants [H-].[Na+].[F:3][C:4]([F:29])([F:28])[C@@H:5]([C:7]1[CH:12]=[CH:11][C:10]([N:13]2[CH2:26][CH2:25][C:15]3([CH2:24][CH2:23][C:18]4([O:22][CH2:21][CH2:20][O:19]4)[CH2:17][CH2:16]3)[C:14]2=[O:27])=[CH:9][CH:8]=1)[OH:6].I[CH3:31], predict the reaction product. (5) Given the reactants [CH3:1][O:2][C:3]1[CH:4]=[C:5]([CH2:11][C:12]([OH:14])=[O:13])[CH:6]=[CH:7][C:8]=1[O:9][CH3:10].[I:15]Cl.S(=O)(O)[O-].[Na+], predict the reaction product. The product is: [I:15][C:6]1[CH:7]=[C:8]([O:9][CH3:10])[C:3]([O:2][CH3:1])=[CH:4][C:5]=1[CH2:11][C:12]([OH:14])=[O:13]. (6) Given the reactants Br[C:2]1[CH:6]=[C:5]([C:7]2[CH:12]=[CH:11][CH:10]=[CH:9][CH:8]=2)[S:4][C:3]=1[CH:13]([O:19][C:20]([CH3:23])([CH3:22])[CH3:21])[C:14]([O:16][CH2:17][CH3:18])=[O:15].CC1(C)C(C)(C)OB([C:32]2[CH:33]=[C:34]3[C:39](=[CH:40][CH:41]=2)[O:38][CH2:37][CH2:36][CH2:35]3)O1.C(=O)([O-])[O-].[Na+].[Na+].C(O)C, predict the reaction product. The product is: [C:20]([O:19][CH:13]([C:3]1[S:4][C:5]([C:7]2[CH:12]=[CH:11][CH:10]=[CH:9][CH:8]=2)=[CH:6][C:2]=1[C:32]1[CH:41]=[CH:40][C:39]2[O:38][CH2:37][CH2:36][CH2:35][C:34]=2[CH:33]=1)[C:14]([O:16][CH2:17][CH3:18])=[O:15])([CH3:23])([CH3:22])[CH3:21]. (7) Given the reactants [CH:1]1([N:4]2[CH2:9][CH2:8][CH:7]([C:10]3[CH:19]=[CH:18][C:13]([C:14]([O:16]C)=O)=[CH:12][CH:11]=3)[CH2:6][CH2:5]2)[CH2:3][CH2:2]1.[CH3:20][O:21][C:22]1[CH:23]=[C:24]([CH2:30][CH2:31][C:32]2[CH:33]=[C:34]([NH2:37])[NH:35][N:36]=2)[CH:25]=[C:26]([O:28][CH3:29])[CH:27]=1.C[Al](C)C, predict the reaction product. The product is: [CH:1]1([N:4]2[CH2:5][CH2:6][CH:7]([C:10]3[CH:11]=[CH:12][C:13]([C:14]([NH:37][C:34]4[NH:35][N:36]=[C:32]([CH2:31][CH2:30][C:24]5[CH:25]=[C:26]([O:28][CH3:29])[CH:27]=[C:22]([O:21][CH3:20])[CH:23]=5)[CH:33]=4)=[O:16])=[CH:18][CH:19]=3)[CH2:8][CH2:9]2)[CH2:2][CH2:3]1. (8) Given the reactants Br[C:2]1[CH:7]=[CH:6][N:5]=[C:4]([C:8]2[N:13]=[C:12]([OH:14])[C:11]([C:15]([NH:17][C:18]([CH3:26])([C:20]3[CH:25]=[CH:24][CH:23]=[CH:22][CH:21]=3)[CH3:19])=[O:16])=[CH:10][N:9]=2)[CH:3]=1.[C:27]([O-:30])(=[O:29])C.[K+], predict the reaction product. The product is: [OH:14][C:12]1[C:11]([C:15]([NH:17][C:18]([CH3:26])([C:20]2[CH:25]=[CH:24][CH:23]=[CH:22][CH:21]=2)[CH3:19])=[O:16])=[CH:10][N:9]=[C:8]([C:4]2[CH:3]=[C:2]([CH:7]=[CH:6][N:5]=2)[C:27]([OH:30])=[O:29])[N:13]=1. (9) Given the reactants Br[C:2]1[S:3][CH:4]=[CH:5][CH:6]=1.[C:7]([Si:9]([CH3:12])([CH3:11])[CH3:10])#[CH:8], predict the reaction product. The product is: [CH3:10][Si:9]([CH3:12])([CH3:11])[C:7]#[C:8][C:2]1[S:3][CH:4]=[CH:5][CH:6]=1. (10) Given the reactants [C:1]([O:5][C:6]([NH:8][C@@H:9]1[CH2:20][C@H:12]2[CH2:13][N:14]([CH2:16][C:17](O)=[O:18])[CH2:15][C@@:11]2([C:21]([N:23]2[CH2:32][CH2:31][C:30]3[N:29]=[CH:28][C:27]([C:33]([F:36])([F:35])[F:34])=[CH:26][C:25]=3[CH2:24]2)=[O:22])[CH2:10]1)=[O:7])([CH3:4])([CH3:3])[CH3:2].[CH3:37][NH:38][CH3:39].CCN=C=NCCCN(C)C.C1C=CC2N(O)N=NC=2C=1.CCN(C(C)C)C(C)C, predict the reaction product. The product is: [C:1]([O:5][C:6](=[O:7])[NH:8][C@@H:9]1[CH2:20][C@H:12]2[CH2:13][N:14]([CH2:16][C:17]([N:38]([CH3:39])[CH3:37])=[O:18])[CH2:15][C@@:11]2([C:21]([N:23]2[CH2:32][CH2:31][C:30]3[N:29]=[CH:28][C:27]([C:33]([F:36])([F:35])[F:34])=[CH:26][C:25]=3[CH2:24]2)=[O:22])[CH2:10]1)([CH3:2])([CH3:4])[CH3:3].